This data is from Peptide-MHC class II binding affinity with 134,281 pairs from IEDB. The task is: Regression. Given a peptide amino acid sequence and an MHC pseudo amino acid sequence, predict their binding affinity value. This is MHC class II binding data. The MHC is DRB1_0301 with pseudo-sequence DRB1_0301. The peptide sequence is RDLEVVAATPTSLLI. The binding affinity (normalized) is 0.506.